From a dataset of Catalyst prediction with 721,799 reactions and 888 catalyst types from USPTO. Predict which catalyst facilitates the given reaction. (1) Reactant: [Cl:1][C:2]1[C:3]([O:30][C@H:31]2[CH2:36][C:35]([F:38])([F:37])[CH2:34][CH2:33][C@@H:32]2[C:39]2[N:43]([CH3:44])[N:42]=[CH:41][CH:40]=2)=[CH:4][C:5]([F:29])=[C:6]([S:8]([N:11](CC2C=CC(OC)=CC=2OC)[C:12]2[CH:17]=[CH:16][N:15]=[CH:14][N:13]=2)(=[O:10])=[O:9])[CH:7]=1.C([SiH](CC)CC)C.FC(F)(F)C(O)=O. Product: [Cl:1][C:2]1[C:3]([O:30][C@H:31]2[CH2:36][C:35]([F:38])([F:37])[CH2:34][CH2:33][C@@H:32]2[C:39]2[N:43]([CH3:44])[N:42]=[CH:41][CH:40]=2)=[CH:4][C:5]([F:29])=[C:6]([S:8]([NH:11][C:12]2[CH:17]=[CH:16][N:15]=[CH:14][N:13]=2)(=[O:9])=[O:10])[CH:7]=1. The catalyst class is: 4. (2) Reactant: [Li+].[BH4-].C([O:5][C:6](=O)[CH2:7][C:8]1[CH:13]=[CH:12][C:11]([C:14]#[N:15])=[C:10]([O:16][CH3:17])[CH:9]=1)C.O. Product: [OH:5][CH2:6][CH2:7][C:8]1[CH:13]=[CH:12][C:11]([C:14]#[N:15])=[C:10]([O:16][CH3:17])[CH:9]=1. The catalyst class is: 1. (3) Reactant: C[Si]([N-][Si](C)(C)C)(C)C.[K+].[CH:11]1([C:17]#[N:18])[CH2:16][CH2:15][CH2:14][CH2:13][CH2:12]1.F[C:20]1[CH:27]=[CH:26][C:23]([C:24]#[N:25])=[CH:22][CH:21]=1.Cl.CCOC(C)=O. Product: [C:17]([C:11]1([C:20]2[CH:27]=[CH:26][C:23]([C:24]#[N:25])=[CH:22][CH:21]=2)[CH2:16][CH2:15][CH2:14][CH2:13][CH2:12]1)#[N:18]. The catalyst class is: 1. (4) Reactant: [NH2:1][C@@H:2]1[C:16](=[O:17])[N:15]2[CH2:18][C@H:19]([O:21][C:22]3[C:31]([C:32]4[S:33][C:34]5[CH:40]=[CH:39][CH:38]=[CH:37][C:35]=5[N:36]=4)=[N:30][C:29]4[C:24](=[CH:25][CH:26]=[CH:27][CH:28]=4)[N:23]=3)[CH2:20][C@H:14]2[C:13](=[O:41])[NH:12][C@:11]2([C:43]([NH:45][S:46]([CH:49]3[CH2:51][CH2:50]3)(=[O:48])=[O:47])=[O:44])[CH2:42][C@H:10]2[CH2:9][C:8]([F:53])([F:52])[CH2:7][CH2:6][CH2:5][CH2:4][CH2:3]1.Cl.C(N(C(C)C)CC)(C)C.[CH3:64][C:65]1[O:69][N:68]=[C:67]([C:70](O)=[O:71])[CH:66]=1.CN(C(ON1N=NC2C=CC=NC1=2)=[N+](C)C)C.F[P-](F)(F)(F)(F)F. Product: [S:33]1[C:34]2[CH:40]=[CH:39][CH:38]=[CH:37][C:35]=2[N:36]=[C:32]1[C:31]1[C:22]([O:21][C@H:19]2[CH2:18][N:15]3[C:16](=[O:17])[C@@H:2]([NH:1][C:70]([C:67]4[CH:66]=[C:65]([CH3:64])[O:69][N:68]=4)=[O:71])[CH2:3][CH2:4][CH2:5][CH2:6][CH2:7][C:8]([F:52])([F:53])[CH2:9][C@@H:10]4[CH2:42][C@@:11]4([C:43](=[O:44])[NH:45][S:46]([CH:49]4[CH2:51][CH2:50]4)(=[O:48])=[O:47])[NH:12][C:13](=[O:41])[C@@H:14]3[CH2:20]2)=[N:23][C:24]2[C:29]([N:30]=1)=[CH:28][CH:27]=[CH:26][CH:25]=2. The catalyst class is: 3.